From a dataset of Peptide-MHC class II binding affinity with 134,281 pairs from IEDB. Regression. Given a peptide amino acid sequence and an MHC pseudo amino acid sequence, predict their binding affinity value. This is MHC class II binding data. (1) The peptide sequence is LENLVVLNAASVAGAHW. The MHC is DRB1_0401 with pseudo-sequence DRB1_0401. The binding affinity (normalized) is 0. (2) The peptide sequence is AAAFAGTTVYGAFAA. The binding affinity (normalized) is 1.00. The MHC is HLA-DQA10102-DQB10602 with pseudo-sequence HLA-DQA10102-DQB10602. (3) The peptide sequence is MAEMKTDAATLAQEA. The MHC is HLA-DPA10301-DPB10402 with pseudo-sequence HLA-DPA10301-DPB10402. The binding affinity (normalized) is 0.172.